Predict the product of the given reaction. From a dataset of Forward reaction prediction with 1.9M reactions from USPTO patents (1976-2016). (1) Given the reactants [F:1][C:2]1[CH:21]=[CH:20][C:5]([CH2:6][NH:7][C:8]([C:10]2[CH:15]=[CH:14][C:13]([S:16](Cl)(=[O:18])=[O:17])=[CH:12][CH:11]=2)=[O:9])=[CH:4][CH:3]=1.[NH:22]1[C:26]2=[N:27][CH:28]=[CH:29][CH:30]=[C:25]2[CH:24]=[CH:23]1.N1(C2C=CN=CC=2)CCCC1.C(N(CC)CC)C, predict the reaction product. The product is: [F:1][C:2]1[CH:21]=[CH:20][C:5]([CH2:6][NH:7][C:8](=[O:9])[C:10]2[CH:15]=[CH:14][C:13]([S:16]([N:22]3[C:26]4=[N:27][CH:28]=[CH:29][CH:30]=[C:25]4[CH:24]=[CH:23]3)(=[O:18])=[O:17])=[CH:12][CH:11]=2)=[CH:4][CH:3]=1. (2) Given the reactants [C:1]([NH:5][CH2:6][P:7](=[O:10])([OH:9])[OH:8])([CH3:4])([CH3:3])[CH3:2].[OH-].[Na+:12], predict the reaction product. The product is: [C:1]([NH:5][CH2:6][P:7](=[O:8])([O-:10])[O-:9])([CH3:4])([CH3:3])[CH3:2].[Na+:12].[Na+:12]. (3) Given the reactants [CH3:1][NH:2][NH:3][C:4]([C:6]1[CH:11]=[CH:10][CH:9]=[CH:8][N:7]=1)=[NH:5].[N+:12]([C:15]1[CH:16]=[CH:17][C:18]([OH:23])=[C:19]([CH:22]=1)[CH:20]=O)([O-:14])=[O:13], predict the reaction product. The product is: [N+:12]([C:15]1[CH:16]=[CH:17][C:18]([OH:23])=[C:19]([C:20]2[N:2]([CH3:1])[N:3]=[C:4]([C:6]3[CH:11]=[CH:10][CH:9]=[CH:8][N:7]=3)[N:5]=2)[CH:22]=1)([O-:14])=[O:13]. (4) Given the reactants [NH:1]([CH2:5][CH2:6][OH:7])[CH2:2][CH2:3][OH:4].[CH3:8][C:9]1[CH:16]=[CH:15][C:12]([CH2:13]Cl)=[CH:11][CH:10]=1, predict the reaction product. The product is: [OH:4][CH2:3][CH2:2][N:1]([CH2:8][C:9]1[CH:16]=[CH:15][C:12]([CH3:13])=[CH:11][CH:10]=1)[CH2:5][CH2:6][OH:7]. (5) Given the reactants [C:1]([CH2:9][C:10]#[N:11])(=O)[C:2]1[CH:7]=[CH:6][CH:5]=[CH:4][CH:3]=1.[NH4+:12].[OH-], predict the reaction product. The product is: [NH2:12]/[C:1](/[C:2]1[CH:7]=[CH:6][CH:5]=[CH:4][CH:3]=1)=[CH:9]\[C:10]#[N:11]. (6) Given the reactants [C:1](Cl)(=[O:5])C(Cl)=O.[Cl:7][C:8]1[CH:16]=[CH:15][C:14]([N:17]2[CH:21]=[CH:20][CH:19]=[CH:18]2)=[CH:13][C:9]=1[C:10]([NH2:12])=[O:11].[CH:22]([S:24]([C:27]1[CH:36]=[CH:35][C:30]2[N:31]=[C:32]([NH2:34])[S:33][C:29]=2[CH:28]=1)(=[O:26])=[O:25])=[CH2:23].[NH:37]1[CH2:42][CH2:41][NH:40][CH2:39][CH2:38]1, predict the reaction product. The product is: [Cl:7][C:8]1[CH:16]=[CH:15][C:14]([N:17]2[CH:21]=[CH:20][CH:19]=[CH:18]2)=[CH:13][C:9]=1[C:10]([NH:12][C:1](=[O:5])[NH:34][C:32]1[S:33][C:29]2[CH:28]=[C:27]([S:24]([CH2:22][CH2:23][N:37]3[CH2:42][CH2:41][NH:40][CH2:39][CH2:38]3)(=[O:26])=[O:25])[CH:36]=[CH:35][C:30]=2[N:31]=1)=[O:11].